Task: Regression. Given a peptide amino acid sequence and an MHC pseudo amino acid sequence, predict their binding affinity value. This is MHC class I binding data.. Dataset: Peptide-MHC class I binding affinity with 185,985 pairs from IEDB/IMGT The peptide sequence is AENLWVTVR. The MHC is Mamu-A11 with pseudo-sequence Mamu-A11. The binding affinity (normalized) is 0.319.